The task is: Predict which catalyst facilitates the given reaction.. This data is from Catalyst prediction with 721,799 reactions and 888 catalyst types from USPTO. The catalyst class is: 2. Product: [CH3:34][N:33]([C:16]1[CH:17]=[CH:18][C:19]([NH:22][C:23]([NH:25][C:26]2[CH:27]=[CH:28][CH:29]=[CH:30][CH:31]=2)=[O:24])=[CH:20][CH:21]=1)[S:11]([C:7]1[CH:8]=[CH:9][CH:10]=[C:5]([C:1]([CH3:4])([CH3:3])[CH3:2])[CH:6]=1)(=[O:13])=[O:12]. Reactant: [C:1]([C:5]1[CH:6]=[C:7]([S:11](Cl)(=[O:13])=[O:12])[CH:8]=[CH:9][CH:10]=1)([CH3:4])([CH3:3])[CH3:2].C[C:16]1[CH:21]=[CH:20][C:19]([NH:22][C:23]([NH:25][C:26]2[CH:31]=[CH:30][CH:29]=[CH:28][CH:27]=2)=[O:24])=[C:18](N)[CH:17]=1.[N:33]1C=CC=C[CH:34]=1.